From a dataset of Forward reaction prediction with 1.9M reactions from USPTO patents (1976-2016). Predict the product of the given reaction. The product is: [C:19]([C:2]1[CH:16]=[CH:15][C:5]([C:6]([NH:8][CH:9]2[CH2:14][CH2:13][CH2:12][CH2:11][CH2:10]2)=[O:7])=[C:4]([F:17])[CH:3]=1)#[N:20]. Given the reactants Br[C:2]1[CH:16]=[CH:15][C:5]([C:6]([NH:8][CH:9]2[CH2:14][CH2:13][CH2:12][CH2:11][CH2:10]2)=[O:7])=[C:4]([F:17])[CH:3]=1.[Cu](C#N)[C:19]#[N:20].C(N)CN, predict the reaction product.